Task: Predict the reaction yield, written as a fraction of the theoretical maximum amount of product (1.0 means a 100% yield; for example, 0.34 means a 34% yield).. Dataset: Reaction yield outcomes from USPTO patents with 853,638 reactions (1) The reactants are [C:1]1([S:7]([N:10]2[C:14]3=[N:15][CH:16]=[C:17](Br)[CH:18]=[C:13]3[C:12]([C:20]#[C:21][C:22]3[CH:27]=[CH:26][CH:25]=[CH:24][CH:23]=3)=[CH:11]2)(=[O:9])=[O:8])[CH:6]=[CH:5][CH:4]=[CH:3][CH:2]=1.[CH3:28][N:29]([C:31]1[CH:36]=[CH:35][C:34](B(O)O)=[CH:33][CH:32]=1)[CH3:30].[Li+].[Cl-].C([O-])([O-])=O.[Na+].[Na+]. The catalyst is CCO.C1(C)C=CC=CC=1.Cl[Pd](Cl)([P](C1C=CC=CC=1)(C1C=CC=CC=1)C1C=CC=CC=1)[P](C1C=CC=CC=1)(C1C=CC=CC=1)C1C=CC=CC=1. The product is [C:1]1([S:7]([N:10]2[C:14]3=[N:15][CH:16]=[C:17]([C:34]4[CH:35]=[CH:36][C:31]([N:29]([CH3:30])[CH3:28])=[CH:32][CH:33]=4)[CH:18]=[C:13]3[C:12]([C:20]#[C:21][C:22]3[CH:27]=[CH:26][CH:25]=[CH:24][CH:23]=3)=[CH:11]2)(=[O:9])=[O:8])[CH:6]=[CH:5][CH:4]=[CH:3][CH:2]=1. The yield is 0.640. (2) The reactants are [C:1]([C:4]1[CH:9]=[CH:8][C:7]([S:10]([NH2:13])(=[O:12])=[O:11])=[CH:6][CH:5]=1)(O)=[O:2].[C:14](N1C=CN=C1)([N:16]1C=CN=[CH:17]1)=O.CNC. The catalyst is C1COCC1. The product is [NH2:13][S:10]([C:7]1[CH:8]=[CH:9][C:4]([C:1]([N:16]([CH3:17])[CH3:14])=[O:2])=[CH:5][CH:6]=1)(=[O:12])=[O:11]. The yield is 0.720. (3) The catalyst is C1COCC1. The yield is 0.808. The product is [Br:1][C:2]1[CH:3]=[C:4]([CH:28]=[CH:29][CH:30]=1)[CH2:5][N:6]1[C:14]2[C:13](=[O:15])[N:12]([CH3:16])[C:11](=[O:17])[N:10]([CH3:18])[C:9]=2[N:8]=[C:7]1[S:19][C:20]([CH3:26])([CH3:27])[CH2:21][OH:22]. The reactants are [Br:1][C:2]1[CH:3]=[C:4]([CH:28]=[CH:29][CH:30]=1)[CH2:5][N:6]1[C:14]2[C:13](=[O:15])[N:12]([CH3:16])[C:11](=[O:17])[N:10]([CH3:18])[C:9]=2[N:8]=[C:7]1[S:19][C:20]([CH3:27])([CH3:26])[C:21](OCC)=[O:22].[BH4-].[Li+]. (4) The reactants are [CH2:1]([O:3][C:4](=[O:22])[CH2:5][NH:6][CH2:7][CH2:8][NH:9][S:10]([C:13]1[S:14][C:15]2[CH:21]=[CH:20][CH:19]=[CH:18][C:16]=2[N:17]=1)(=[O:12])=[O:11])[CH3:2].[CH3:23][S:24][CH2:25][CH2:26][O:27][C:28]([NH:30][C:31]1[NH:32][C:33](=[O:44])[C:34]2[N:35]=[CH:36][N:37]([CH2:40][C:41](O)=[O:42])[C:38]=2[N:39]=1)=[O:29]. The yield is 0.750. The product is [CH2:1]([O:3][C:4](=[O:22])[CH2:5][N:6]([CH2:7][CH2:8][NH:9][S:10]([C:13]1[S:14][C:15]2[CH:21]=[CH:20][CH:19]=[CH:18][C:16]=2[N:17]=1)(=[O:12])=[O:11])[C:41](=[O:42])[CH2:40][N:37]1[CH:36]=[N:35][C:34]2[C:33](=[O:44])[NH:32][C:31]([NH:30][C:28]([O:27][CH2:26][CH2:25][S:24][CH3:23])=[O:29])=[N:39][C:38]1=2)[CH3:2]. No catalyst specified. (5) The reactants are Cl[C:2]1[N:7]=[C:6]([C:8]2[S:12][C:11]([CH:13]([CH3:15])[CH3:14])=[N:10][C:9]=2[C:16]2[CH:17]=[C:18]([NH:22][S:23]([C:26]3[C:31]([F:32])=[CH:30][CH:29]=[CH:28][C:27]=3[F:33])(=[O:25])=[O:24])[CH:19]=[CH:20][CH:21]=2)[CH:5]=[CH:4][N:3]=1.[NH2:34][C:35]1[CH:36]=[CH:37][C:38]([O:44][CH3:45])=[C:39]([N:41]([CH3:43])[CH3:42])[CH:40]=1.Cl.O1CCOCC1.[F:53][C:54]([F:58])([F:57])[CH2:55][OH:56]. No catalyst specified. The product is [F:53][C:54]([F:58])([F:57])[C:55]([OH:24])=[O:56].[CH3:43][N:41]([CH3:42])[C:39]1[CH:40]=[C:35]([NH:34][C:2]2[N:7]=[C:6]([C:8]3[S:12][C:11]([CH:13]([CH3:15])[CH3:14])=[N:10][C:9]=3[C:16]3[CH:17]=[C:18]([NH:22][S:23]([C:26]4[C:31]([F:32])=[CH:30][CH:29]=[CH:28][C:27]=4[F:33])(=[O:25])=[O:24])[CH:19]=[CH:20][CH:21]=3)[CH:5]=[CH:4][N:3]=2)[CH:36]=[CH:37][C:38]=1[O:44][CH3:45]. The yield is 0.0900. (6) The reactants are [C:1]([C:5]1[N:9]([CH2:10][CH:11]2[CH2:16][CH2:15][O:14][CH2:13][CH2:12]2)[C:8]2[CH:17]=[CH:18][C:19]([S:21](Cl)(=[O:23])=[O:22])=[CH:20][C:7]=2[N:6]=1)([CH3:4])([CH3:3])[CH3:2].[CH:25]1([NH:31][CH3:32])[CH2:30][CH2:29][CH2:28][CH2:27][CH2:26]1. The catalyst is CN(C1C=CN=CC=1)C.CC#N. The product is [C:1]([C:5]1[N:9]([CH2:10][CH:11]2[CH2:16][CH2:15][O:14][CH2:13][CH2:12]2)[C:8]2[CH:17]=[CH:18][C:19]([S:21]([N:31]([CH:25]3[CH2:30][CH2:29][CH2:28][CH2:27][CH2:26]3)[CH3:32])(=[O:23])=[O:22])=[CH:20][C:7]=2[N:6]=1)([CH3:4])([CH3:3])[CH3:2]. The yield is 0.590.